Dataset: Full USPTO retrosynthesis dataset with 1.9M reactions from patents (1976-2016). Task: Predict the reactants needed to synthesize the given product. The reactants are: [C:1](OC(=O)C)(=[O:3])[CH3:2].[ClH:8].Cl.[NH2:10][C:11]1[CH:12]=[C:13]([C:19](=[O:40])[CH2:20][CH2:21][CH:22]2[CH2:27][CH2:26][N:25]([CH2:28][CH2:29][O:30][C:31]3[CH:36]=[CH:35][CH:34]=[CH:33][C:32]=3[O:37][CH2:38][CH3:39])[CH2:24][CH2:23]2)[CH:14]=[CH:15][C:16]=1[O:17][CH3:18].C(N(CC)CC)C. Given the product [ClH:8].[CH2:38]([O:37][C:32]1[CH:33]=[CH:34][CH:35]=[CH:36][C:31]=1[O:30][CH2:29][CH2:28][N:25]1[CH2:26][CH2:27][CH:22]([CH2:21][CH2:20][C:19]([C:13]2[CH:14]=[CH:15][C:16]([O:17][CH3:18])=[C:11]([NH:10][C:1](=[O:3])[CH3:2])[CH:12]=2)=[O:40])[CH2:23][CH2:24]1)[CH3:39], predict the reactants needed to synthesize it.